From a dataset of Full USPTO retrosynthesis dataset with 1.9M reactions from patents (1976-2016). Predict the reactants needed to synthesize the given product. (1) Given the product [CH3:33][N:34]([CH3:35])[C:3]([N:15]1[CH2:19][CH:18]([C:20]2[CH:25]=[CH:24][CH:23]=[CH:22][CH:21]=2)[C:17]([C:26]2[CH:27]=[CH:28][C:29]([Cl:32])=[CH:30][CH:31]=2)=[N:16]1)=[N:4][S:5]([C:8]1[CH:13]=[CH:12][C:11]([Cl:14])=[CH:10][CH:9]=1)(=[O:6])=[O:7], predict the reactants needed to synthesize it. The reactants are: CS[C:3]([N:15]1[CH2:19][CH:18]([C:20]2[CH:25]=[CH:24][CH:23]=[CH:22][CH:21]=2)[C:17]([C:26]2[CH:31]=[CH:30][C:29]([Cl:32])=[CH:28][CH:27]=2)=[N:16]1)=[N:4][S:5]([C:8]1[CH:13]=[CH:12][C:11]([Cl:14])=[CH:10][CH:9]=1)(=[O:7])=[O:6].[CH3:33][NH:34][CH3:35].ClCCl. (2) Given the product [F:32][C:30]1[CH:29]=[CH:28][C:27]([N+:33]([O-:35])=[O:34])=[C:26]([CH:31]=1)[O:9][CH:7]([C:5]1[O:4][N:3]=[C:2]([CH3:1])[CH:6]=1)[CH3:8], predict the reactants needed to synthesize it. The reactants are: [CH3:1][C:2]1[CH:6]=[C:5]([CH:7]([OH:9])[CH3:8])[O:4][N:3]=1.C1COCC1.[Li+].C[Si]([N-][Si](C)(C)C)(C)C.F[C:26]1[CH:31]=[C:30]([F:32])[CH:29]=[CH:28][C:27]=1[N+:33]([O-:35])=[O:34]. (3) Given the product [C:14]([O:13][C:11](=[O:12])[CH2:10][C@H:5]([CH2:1][CH:2]([CH3:3])[CH3:4])[C:6]([OH:8])=[O:7])([CH3:17])([CH3:16])[CH3:15], predict the reactants needed to synthesize it. The reactants are: [CH2:1]([C@@H:5]([CH2:10][C:11]([O:13][C:14]([CH3:17])([CH3:16])[CH3:15])=[O:12])[C:6]([O:8]C)=[O:7])[CH:2]([CH3:4])[CH3:3].C(=O)([O-])[O-].[K+].[K+].O. (4) Given the product [C:1]([O:5][C:6](=[O:20])[NH:7][CH2:8][CH2:9][C:10]1[C:15]2[C:16]([CH2:19][OH:22])=[CH:17][O:18][C:14]=2[CH:13]=[CH:12][CH:11]=1)([CH3:4])([CH3:3])[CH3:2], predict the reactants needed to synthesize it. The reactants are: [C:1]([O:5][C:6](=[O:20])[NH:7][CH2:8][CH2:9][C:10]1[C:15]2[C:16]([CH3:19])=[CH:17][O:18][C:14]=2[CH:13]=[CH:12][CH:11]=1)([CH3:4])([CH3:3])[CH3:2].[Se](=O)=[O:22]. (5) Given the product [I-:17].[C:14]([CH:5]([CH2:6][CH:7]([CH3:13])[C:8]([O:10][CH2:11][CH3:12])=[O:9])[CH2:4][N+:2]([CH3:18])([CH3:3])[CH3:1])(=[O:16])[CH3:15], predict the reactants needed to synthesize it. The reactants are: [CH3:1][N:2]([CH2:4][CH:5]([C:14](=[O:16])[CH3:15])[CH2:6][CH:7]([CH3:13])[C:8]([O:10][CH2:11][CH3:12])=[O:9])[CH3:3].[I:17][CH3:18]. (6) Given the product [C:13]([CH2:12][N:11]([CH2:10][CH2:9][N:4]([CH2:5][C:6]([OH:7])=[O:8])[CH2:3][C:65](=[O:66])[NH:63][CH2:64][CH2:28][CH2:29][CH2:30][CH2:31][CH2:32][CH2:33][CH2:34][CH2:35][CH2:36][C:37](=[O:38])[NH:39][CH2:40][CH2:41][O:42][CH2:43][CH2:44][O:45][CH2:46][CH2:47][O:48][CH2:49][CH2:50][O:51][CH2:52][CH2:53][O:54][CH2:55][CH2:56][O:57][CH2:58][CH2:59][O:60][CH3:61])[CH2:16][CH2:17][N:18]([CH2:19][C:20](=[O:25])[NH:26][CH2:27][CH2:28][CH2:29][CH2:30][CH2:31][CH2:32][CH2:33][CH2:34][CH2:35][CH2:36][C:37](=[O:38])[NH:39][CH2:40][CH2:41][O:42][CH2:43][CH2:44][O:45][CH2:46][CH2:47][O:48][CH2:49][CH2:50][O:51][CH2:52][CH2:53][O:54][CH2:55][CH2:56][O:57][CH2:58][CH2:59][O:60][CH3:61])[CH2:23][C:22]([OH:21])=[O:24])([OH:15])=[O:14], predict the reactants needed to synthesize it. The reactants are: O=C1[O:7][C:6](=[O:8])[CH2:5][N:4]([CH2:9][CH2:10][N:11]([CH2:16][CH2:17][N:18]2[CH2:23][C:22](=[O:24])[O:21][C:20](=[O:25])[CH2:19]2)[CH2:12][C:13]([OH:15])=[O:14])[CH2:3]1.[NH2:26][CH2:27][CH2:28][CH2:29][CH2:30][CH2:31][CH2:32][CH2:33][CH2:34][CH2:35][CH2:36][C:37]([NH:39][CH2:40][CH2:41][O:42][CH2:43][CH2:44][O:45][CH2:46][CH2:47][O:48][CH2:49][CH2:50][O:51][CH2:52][CH2:53][O:54][CH2:55][CH2:56][O:57][CH2:58][CH2:59][O:60][CH3:61])=[O:38].C[N:63]([CH:65]=[O:66])[CH3:64]. (7) Given the product [NH:28]([CH2:27][CH2:26][CH2:25][C@H:17]([NH:16][C:14]([C:10]1[C:9](=[O:50])[N:8]([CH2:7][C:6]2[CH:51]=[CH:52][CH:53]=[C:4]([CH:1]([CH3:2])[CH3:3])[CH:5]=2)[CH:13]=[CH:12][CH:11]=1)=[O:15])[C:18]([OH:20])=[O:19])[C:29]([NH2:31])=[NH:30].[C:54]([OH:60])([C:56]([F:59])([F:58])[F:57])=[O:55], predict the reactants needed to synthesize it. The reactants are: [CH:1]([C:4]1[CH:5]=[C:6]([CH:51]=[CH:52][CH:53]=1)[CH2:7][N:8]1[CH:13]=[CH:12][CH:11]=[C:10]([C:14]([NH:16][C@@H:17]([CH2:25][CH2:26][CH2:27][NH:28][C:29]([NH:31]S(C2C(C)=C3C(=C(C)C=2C)OC(C)(C)CC3)(=O)=O)=[NH:30])[C:18]([O:20]C(C)(C)C)=[O:19])=[O:15])[C:9]1=[O:50])([CH3:3])[CH3:2].[C:54]([OH:60])([C:56]([F:59])([F:58])[F:57])=[O:55].C([SiH](CC)CC)C. (8) Given the product [Cl:13][C:11]1[CH:10]=[CH:9][C:8]([O:14][CH:15]([F:17])[F:16])=[C:7]([C:5]2[N:6]=[C:2]([C:65]([N:56]3[CH2:57][CH:58]4[CH:62]([CH2:61][N:60]([CH3:55])[CH2:59]4)[CH2:52]3)=[O:66])[S:3][C:4]=2[NH:18][C:19]([C:21]2[CH:22]=[N:23][N:24]3[CH:29]=[CH:28][CH:27]=[N:26][C:25]=23)=[O:20])[CH:12]=1, predict the reactants needed to synthesize it. The reactants are: Br[C:2]1[S:3][C:4]([NH:18][C:19]([C:21]2[CH:22]=[N:23][N:24]3[CH:29]=[CH:28][CH:27]=[N:26][C:25]=23)=[O:20])=[C:5]([C:7]2[CH:12]=[C:11]([Cl:13])[CH:10]=[CH:9][C:8]=2[O:14][CH:15]([F:17])[F:16])[N:6]=1.CN1CC2C(CNC2)C1.C(P(C(C)(C)C)C(C)(C)C)(C)(C)C.[CH2:52]1[CH2:62][CH2:61][N:60]2[C:55](=[N:56][CH2:57][CH2:58][CH2:59]2)CC1.C1C[O:66][CH2:65]C1.